This data is from Forward reaction prediction with 1.9M reactions from USPTO patents (1976-2016). The task is: Predict the product of the given reaction. (1) Given the reactants [N:1]1[C:9]2[C:4](=[N:5][CH:6]=[CH:7][CH:8]=2)[S:3][CH:2]=1.C([Li])CCC.[Cl:15][C:16]1[CH:21]=[CH:20][CH:19]=[CH:18][C:17]=1[CH:22]=[N:23][S:24]([C:27]1[CH:37]=[CH:36][C:30]2[O:31][CH2:32][CH2:33][CH2:34][O:35][C:29]=2[CH:28]=1)(=[O:26])=[O:25], predict the reaction product. The product is: [Cl:15][C:16]1[CH:21]=[CH:20][CH:19]=[CH:18][C:17]=1[CH:22]([C:2]1[S:3][C:4]2[C:9]([N:1]=1)=[CH:8][CH:7]=[CH:6][N:5]=2)[NH:23][S:24]([C:27]1[CH:37]=[CH:36][C:30]2[O:31][CH2:32][CH2:33][CH2:34][O:35][C:29]=2[CH:28]=1)(=[O:25])=[O:26]. (2) Given the reactants [CH2:1]([C:8]1[CH:9]=[N:10][C:11]2[C:16]([C:17]=1[C:18]1[CH:19]=[C:20]([NH2:24])[CH:21]=[CH:22][CH:23]=1)=[CH:15][CH:14]=[CH:13][C:12]=2[C:25]([F:28])([F:27])[F:26])[C:2]1[CH:7]=[CH:6][CH:5]=[CH:4][CH:3]=1.[CH3:29][C:30]1[CH:37]=[CH:36][CH:35]=[C:34]([CH3:38])[C:31]=1[CH:32]=O, predict the reaction product. The product is: [CH2:1]([C:8]1[CH:9]=[N:10][C:11]2[C:16]([C:17]=1[C:18]1[CH:19]=[C:20]([NH:24][CH2:32][C:31]3[C:34]([CH3:38])=[CH:35][CH:36]=[CH:37][C:30]=3[CH3:29])[CH:21]=[CH:22][CH:23]=1)=[CH:15][CH:14]=[CH:13][C:12]=2[C:25]([F:28])([F:26])[F:27])[C:2]1[CH:3]=[CH:4][CH:5]=[CH:6][CH:7]=1. (3) Given the reactants C([Li])CCC.C([Mg]Cl)CCC.Br[C:13]1[CH:18]=[C:17]([C:19]([F:22])([F:21])[F:20])[CH:16]=[C:15]([Br:23])[CH:14]=1.CN([CH:27]=[O:28])C.[Cl-].[NH4+], predict the reaction product. The product is: [Br:23][C:15]1[CH:14]=[C:13]([CH:18]=[C:17]([C:19]([F:22])([F:21])[F:20])[CH:16]=1)[CH:27]=[O:28]. (4) Given the reactants [C:1]1([CH3:9])[CH:6]=[CH:5][CH:4]=[CH:3][C:2]=1[Mg]Cl.[C:10]([NH:14][C:15](=[O:23])[C:16]1[CH:21]=[CH:20][C:19]([CH3:22])=[N:18][CH:17]=1)([CH3:13])([CH3:12])[CH3:11].CO.ClC1C(=O)C(C#N)=C(C#N)C(=O)C=1Cl, predict the reaction product. The product is: [C:10]([NH:14][C:15](=[O:23])[C:16]1[C:21]([C:2]2[CH:3]=[CH:4][CH:5]=[CH:6][C:1]=2[CH3:9])=[CH:20][C:19]([CH3:22])=[N:18][CH:17]=1)([CH3:13])([CH3:12])[CH3:11]. (5) Given the reactants [C:1]1([CH:7](O)[CH2:8][NH:9][C:10]([NH:18][C:19]#[N:20])=[N:11][C:12]2[CH:17]=[CH:16][N:15]=[CH:14][CH:13]=2)[CH:6]=[CH:5][CH:4]=[CH:3][CH:2]=1.C1(P(C2C=CC=CC=2)C2C=CC=CC=2)C=CC=CC=1.N(C(OC(C)C)=O)=NC(OC(C)C)=O, predict the reaction product. The product is: [C:1]1([CH:7]2[N:11]([C:12]3[CH:17]=[CH:16][N:15]=[CH:14][CH:13]=3)[C:10](=[N:18][C:19]#[N:20])[NH:9][CH2:8]2)[CH:6]=[CH:5][CH:4]=[CH:3][CH:2]=1. (6) Given the reactants FC(F)(F)C(O)=[O:4].[Br:8][C:9]1[CH:10]=[C:11]([CH:15]([OH:34])[CH2:16][NH:17][C:18]2[CH:23]=[CH:22][NH:21][C:20](=[O:24])[C:19]=2[C:25]2[NH:26][C:27]3[CH:32]=[CH:31][N:30]=[CH:29][C:28]=3[N:33]=2)[CH:12]=[CH:13][CH:14]=1.NCC(C1C=CC=C(Br)C=1)O, predict the reaction product. The product is: [Br:8][C:9]1[CH:10]=[C:11]([CH:15]([OH:34])[CH2:16][NH:17][C:18]2[CH:23]=[CH:22][NH:21][C:20](=[O:24])[C:19]=2[C:25]2[NH:26][C:27]3[CH:32]=[CH:31][N:30]=[CH:29][C:28]=3[N:33]=2)[CH:12]=[CH:13][CH:14]=1.[NH2:26][C:27]1[CH:32]=[CH:31][N:30]=[CH:29][C:28]=1[NH:33][C:25]([C:19]1[C:20](=[O:24])[NH:21][CH:22]=[CH:23][C:18]=1[NH:17][CH2:16][CH:15]([C:11]1[CH:12]=[CH:13][CH:14]=[C:9]([Br:8])[CH:10]=1)[OH:34])=[O:4]. (7) Given the reactants [NH2:1][C:2]1[C:3]([NH:9][C:10]([CH3:17])([CH3:16])[CH2:11][O:12][C:13](=[O:15])[CH3:14])=[CH:4][C:5]([Br:8])=[N:6][CH:7]=1.C(N(CC)CC)C.Cl[C:26]([CH2:28][O:29][C:30](=[O:32])[CH3:31])=[O:27], predict the reaction product. The product is: [C:30]([O:29][CH2:28][C:26]([NH:1][C:2]1[C:3]([NH:9][C:10]([CH3:17])([CH3:16])[CH2:11][O:12][C:13](=[O:15])[CH3:14])=[CH:4][C:5]([Br:8])=[N:6][CH:7]=1)=[O:27])(=[O:32])[CH3:31]. (8) The product is: [CH3:1][C:2]1[O:6][N:5]=[C:4]([C:7]2[CH:12]=[CH:11][N:10]=[CH:9][N:8]=2)[C:3]=1[CH2:13][O:14][C:15]1[N:16]=[CH:17][C:18]([C:19]([N:24]2[CH2:29][CH2:28][S:27][CH2:26][CH2:25]2)=[O:21])=[CH:22][CH:23]=1. Given the reactants [CH3:1][C:2]1[O:6][N:5]=[C:4]([C:7]2[CH:12]=[CH:11][N:10]=[CH:9][N:8]=2)[C:3]=1[CH2:13][O:14][C:15]1[CH:23]=[CH:22][C:18]([C:19]([OH:21])=O)=[CH:17][N:16]=1.[NH:24]1[CH2:29][CH2:28][S:27][CH2:26][CH2:25]1, predict the reaction product. (9) Given the reactants C[O:2][C:3](=[O:13])[CH:4]([C:6]1[CH:11]=[CH:10][C:9]([F:12])=[CH:8][CH:7]=1)[OH:5].[Br:14][C:15]1[CH:20]=[CH:19][C:18]([OH:21])=[CH:17][CH:16]=1.[NH2:22][C:23]1[CH:28]=[CH:27][CH:26]=[CH:25][N:24]=1, predict the reaction product. The product is: [Br:14][C:15]1[CH:20]=[CH:19][C:18]([O:5][CH:4]([C:6]2[CH:11]=[CH:10][C:9]([F:12])=[CH:8][CH:7]=2)[C:3]([OH:2])=[O:13])=[CH:17][CH:16]=1.[Br:14][C:15]1[CH:20]=[CH:19][C:18]([O:21][CH:4]([C:6]2[CH:7]=[CH:8][C:9]([F:12])=[CH:10][CH:11]=2)[C:3]([NH:22][C:23]2[CH:28]=[CH:27][CH:26]=[CH:25][N:24]=2)=[O:13])=[CH:17][CH:16]=1. (10) Given the reactants [Cl:1][C:2]1[S:6][C:5]([C:7]([OH:9])=O)=[CH:4][CH:3]=1.O1CCCC1.C1(C)C=CC(S(Cl)(=O)=O)=CC=1.[NH2:26][CH2:27][C@@H:28]1[O:32][C:31](=[O:33])[N:30]([C:34]2[CH:39]=[CH:38][C:37]([N:40]3[CH2:45][CH2:44][O:43][CH2:42][C:41]3=[O:46])=[CH:36][CH:35]=2)[CH2:29]1, predict the reaction product. The product is: [Cl:1][C:2]1[S:6][C:5]([C:7]([NH:26][CH2:27][C@@H:28]2[O:32][C:31](=[O:33])[N:30]([C:34]3[CH:39]=[CH:38][C:37]([N:40]4[CH2:45][CH2:44][O:43][CH2:42][C:41]4=[O:46])=[CH:36][CH:35]=3)[CH2:29]2)=[O:9])=[CH:4][CH:3]=1.